Task: Predict the reaction yield, written as a fraction of the theoretical maximum amount of product (1.0 means a 100% yield; for example, 0.34 means a 34% yield).. Dataset: Reaction yield outcomes from USPTO patents with 853,638 reactions (1) The reactants are F[C:2]1[CH:9]=[CH:8][C:7]([C:10]([F:13])([F:12])[F:11])=[CH:6][C:3]=1[CH:4]=[O:5].[NH:14]1[CH2:18][CH2:17][CH2:16][CH2:15]1.C(=O)([O-])[O-].[K+].[K+].CS(C)=O. The catalyst is O. The product is [N:14]1([C:2]2[CH:9]=[CH:8][C:7]([C:10]([F:13])([F:12])[F:11])=[CH:6][C:3]=2[CH:4]=[O:5])[CH2:18][CH2:17][CH2:16][CH2:15]1. The yield is 0.750. (2) The reactants are [F:1][C:2]1[CH:7]=[CH:6][CH:5]=[C:4]([F:8])[C:3]=1[N:9]1[C:14]2[N:15]=[C:16](S(C)=O)[N:17]=[C:18]([C:19]3[CH:20]=[C:21]([CH:32]=[CH:33][C:34]=3[CH3:35])[C:22]([NH:24][C:25]3[CH:30]=[CH:29][C:28]([F:31])=[CH:27][CH:26]=3)=[O:23])[C:13]=2[CH2:12][NH:11][C:10]1=[O:39].[CH3:40][N:41]([CH3:46])[CH2:42][CH2:43][NH:44][CH3:45]. The catalyst is C1COCC1.CN(C=O)C. The product is [F:1][C:2]1[CH:7]=[CH:6][CH:5]=[C:4]([F:8])[C:3]=1[N:9]1[C:14]2[N:15]=[C:16]([N:44]([CH2:43][CH2:42][N:41]([CH3:46])[CH3:40])[CH3:45])[N:17]=[C:18]([C:19]3[CH:20]=[C:21]([CH:32]=[CH:33][C:34]=3[CH3:35])[C:22]([NH:24][C:25]3[CH:30]=[CH:29][C:28]([F:31])=[CH:27][CH:26]=3)=[O:23])[C:13]=2[CH2:12][NH:11][C:10]1=[O:39]. The yield is 0.260. (3) The reactants are Cl[C:2]1[CH:7]=[CH:6][C:5]([CH2:8][OH:9])=[CH:4][C:3]=1[N+:10]([O-:12])=[O:11].[NH3:13]. The catalyst is CO. The product is [NH2:13][C:2]1[CH:7]=[CH:6][C:5]([CH2:8][OH:9])=[CH:4][C:3]=1[N+:10]([O-:12])=[O:11]. The yield is 0.720. (4) The reactants are [Br:1][C:2]1[CH:7]=[CH:6][C:5]([S:8]([N:11]2[CH2:16][CH2:15][C:14]([CH2:18][N:19]([CH2:24][CH3:25])[C:20](=[O:23])[CH2:21]Cl)([OH:17])[CH2:13][CH2:12]2)(=[O:10])=[O:9])=[CH:4][CH:3]=1.[H-].[Na+]. The product is [Br:1][C:2]1[CH:7]=[CH:6][C:5]([S:8]([N:11]2[CH2:16][CH2:15][C:14]3([O:17][CH2:21][C:20](=[O:23])[N:19]([CH2:24][CH3:25])[CH2:18]3)[CH2:13][CH2:12]2)(=[O:10])=[O:9])=[CH:4][CH:3]=1. The yield is 0.560. The catalyst is CS(C)=O. (5) The reactants are [Cl:1][C:2]1[C:3]([O:12][C:13]2[CH:18]=[C:17]([O:19][CH2:20][CH2:21][O:22][CH3:23])[CH:16]=[CH:15][C:14]=2/[CH:24]=[CH:25]/[CH2:26][OH:27])=[N:4][CH:5]=[C:6]([C:8]([F:11])([F:10])[F:9])[CH:7]=1.C(N(CC)C(C)C)(C)C.[Cl:37][C:38]1[CH:43]=[CH:42][C:41]([S:44]([N:47]=[C:48]=[O:49])(=[O:46])=[O:45])=[CH:40][CH:39]=1.Cl. The catalyst is C(#N)C.C(OCC)(=O)C. The product is [OH2:12].[OH2:45].[Cl:37][C:38]1[CH:39]=[CH:40][C:41]([S:44]([NH:47][C:48](=[O:49])[O:27][CH2:26]/[CH:25]=[CH:24]/[C:14]2[CH:15]=[CH:16][C:17]([O:19][CH2:20][CH2:21][O:22][CH3:23])=[CH:18][C:13]=2[O:12][C:3]2[C:2]([Cl:1])=[CH:7][C:6]([C:8]([F:9])([F:11])[F:10])=[CH:5][N:4]=2)(=[O:45])=[O:46])=[CH:42][CH:43]=1. The yield is 0.520.